The task is: Predict which catalyst facilitates the given reaction.. This data is from Catalyst prediction with 721,799 reactions and 888 catalyst types from USPTO. (1) Reactant: [F:1][C@@H:2]1[CH2:7][C@@H:6]([C:8]([O:10]C)=[O:9])[C@H:5]([C:12]2[N:13]=[C:14]([CH3:29])[S:15][C:16]=2[C:17]2[CH:22]=[CH:21][C:20]([N:23]3[CH2:28][CH2:27][O:26][CH2:25][CH2:24]3)=[CH:19][CH:18]=2)[CH2:4][CH2:3]1.C1COCC1.[OH-].[Na+]. Product: [F:1][C@@H:2]1[CH2:7][C@@H:6]([C:8]([OH:10])=[O:9])[C@H:5]([C:12]2[N:13]=[C:14]([CH3:29])[S:15][C:16]=2[C:17]2[CH:22]=[CH:21][C:20]([N:23]3[CH2:28][CH2:27][O:26][CH2:25][CH2:24]3)=[CH:19][CH:18]=2)[CH2:4][CH2:3]1. The catalyst class is: 5. (2) Reactant: [F:1][C:2]1[CH:7]=[C:6]([F:8])[CH:5]=[CH:4][C:3]=1[S:9](Cl)(=[O:11])=[O:10].[CH3:13][C:14]([Si:17]([CH3:30])([CH3:29])[O:18][CH2:19][CH2:20][NH:21][CH2:22][C:23]1[CH:28]=[CH:27][CH:26]=[CH:25][CH:24]=1)([CH3:16])[CH3:15].[OH-].[Na+]. Product: [CH3:16][C:14]([Si:17]([CH3:30])([CH3:29])[O:18][CH2:19][CH2:20][N:21]([CH2:22][C:23]1[CH:24]=[CH:25][CH:26]=[CH:27][CH:28]=1)[S:9]([C:3]1[CH:4]=[CH:5][C:6]([F:8])=[CH:7][C:2]=1[F:1])(=[O:11])=[O:10])([CH3:13])[CH3:15]. The catalyst class is: 2. (3) The catalyst class is: 71. Product: [S:9]1[CH:10]=[CH:11][CH:12]=[C:8]1[C:6]1[N:7]=[C:2]([NH:33][C:32]2[CH:34]=[CH:35][CH:36]=[C:30]([S:27]([C:26]([F:38])([F:25])[F:37])(=[O:29])=[O:28])[CH:31]=2)[C:3]2[NH:15][N:14]=[CH:13][C:4]=2[N:5]=1. Reactant: Cl[C:2]1[C:3]2[C:4](=[CH:13][N:14](CC3C=CC(OC)=CC=3)[N:15]=2)[N:5]=[C:6]([C:8]2[S:9][CH:10]=[CH:11][CH:12]=2)[N:7]=1.[F:25][C:26]([F:38])([F:37])[S:27]([C:30]1[CH:31]=[C:32]([CH:34]=[CH:35][CH:36]=1)[NH2:33])(=[O:29])=[O:28].Cl. (4) Reactant: [C:1]([O:5][C:6](=[O:15])[NH:7][C@H:8]1[CH2:11][C@@H:10]([N:12]=[N+]=[N-])[CH2:9]1)([CH3:4])([CH3:3])[CH3:2]. Product: [C:1]([O:5][C:6](=[O:15])[NH:7][C@H:8]1[CH2:11][C@@H:10]([NH2:12])[CH2:9]1)([CH3:4])([CH3:2])[CH3:3]. The catalyst class is: 45. (5) Reactant: [Br:1][C:2]1[CH:14]=[CH:13][C:12]2[C:11]3[C:6](=[CH:7][CH:8]=[CH:9][CH:10]=3)[NH:5][C:4]=2[CH:3]=1.[H-].[Na+].[CH2:17](Br)[CH:18]([CH3:20])[CH3:19]. Product: [Br:1][C:2]1[CH:14]=[CH:13][C:12]2[C:11]3[C:6](=[CH:7][CH:8]=[CH:9][CH:10]=3)[N:5]([CH2:17][CH:18]([CH3:20])[CH3:19])[C:4]=2[CH:3]=1. The catalyst class is: 3. (6) Reactant: [F:1][C:2]1[CH:7]=[CH:6][C:5]([NH:8][C:9](=O)[CH2:10][NH:11][CH2:12][CH2:13][OH:14])=[CH:4][CH:3]=1.C(P(CCCC)CCCC)CCC.N(C(OC(C)(C)C)=O)=NC(OC(C)(C)C)=O.[ClH:45].CO. Product: [ClH:45].[F:1][C:2]1[CH:7]=[CH:6][C:5]([N:8]2[CH2:9][CH2:10][NH:11][CH2:12][C:13]2=[O:14])=[CH:4][CH:3]=1. The catalyst class is: 1. (7) Reactant: [Cl-].[Al+3].[Cl-].[Cl-].[C:5]1([CH3:11])[CH:10]=[CH:9][CH:8]=[CH:7][CH:6]=1.[F:12][C:13]([F:21])([F:20])[CH2:14][CH:15]([CH3:19])[C:16](Cl)=[O:17].Cl. Product: [F:12][C:13]([F:21])([F:20])[CH2:14][CH:15]([CH3:19])[C:16]([C:8]1[CH:9]=[CH:10][C:5]([CH3:11])=[CH:6][CH:7]=1)=[O:17]. The catalyst class is: 26. (8) Reactant: [NH3:1].[I:2][C:3]1[C:8]2[N:9]=[C:10]([CH3:14])[O:11][C:12](=O)[C:7]=2[CH:6]=[CH:5][C:4]=1[CH3:15]. Product: [I:2][C:3]1[C:4]([CH3:15])=[CH:5][CH:6]=[C:7]2[C:8]=1[N:9]=[C:10]([CH3:14])[NH:1][C:12]2=[O:11]. The catalyst class is: 25. (9) Reactant: [C:1]([C:3]1[CH:12]=[CH:11][C:6]([C:7]([O:9][CH3:10])=[O:8])=[C:5]([F:13])[CH:4]=1)#N.C(O)(=[O:16])C. Product: [F:13][C:5]1[CH:4]=[C:3]([CH2:1][OH:16])[CH:12]=[CH:11][C:6]=1[C:7]([O:9][CH3:10])=[O:8]. The catalyst class is: 769.